Dataset: Peptide-MHC class I binding affinity with 185,985 pairs from IEDB/IMGT. Task: Regression. Given a peptide amino acid sequence and an MHC pseudo amino acid sequence, predict their binding affinity value. This is MHC class I binding data. (1) The peptide sequence is MFLTSVINR. The MHC is HLA-A11:01 with pseudo-sequence HLA-A11:01. The binding affinity (normalized) is 0.478. (2) The peptide sequence is DRFYKTLRA. The MHC is HLA-B18:01 with pseudo-sequence HLA-B18:01. The binding affinity (normalized) is 0. (3) The MHC is HLA-B08:01 with pseudo-sequence HLA-B08:01. The binding affinity (normalized) is 0.374. The peptide sequence is LDILTEIASL. (4) The peptide sequence is VYERQPCWY. The MHC is HLA-A02:01 with pseudo-sequence HLA-A02:01. The binding affinity (normalized) is 0.0847. (5) The peptide sequence is AKSVFNSLY. The MHC is HLA-A30:02 with pseudo-sequence HLA-A30:02. The binding affinity (normalized) is 0.515. (6) The peptide sequence is KTFPPTEPK. The MHC is HLA-A68:01 with pseudo-sequence HLA-A68:01. The binding affinity (normalized) is 0.500.